Dataset: Retrosynthesis with 50K atom-mapped reactions and 10 reaction types from USPTO. Task: Predict the reactants needed to synthesize the given product. Given the product COc1cc(C(=O)N[C@@H]2CCC[C@H]2N2CCC(OC)CC2)ccc1Cl, predict the reactants needed to synthesize it. The reactants are: COC1CCN([C@@H]2CCC[C@H]2N)CC1.COc1cc(C(=O)Cl)ccc1Cl.